From a dataset of Reaction yield outcomes from USPTO patents with 853,638 reactions. Predict the reaction yield, written as a fraction of the theoretical maximum amount of product (1.0 means a 100% yield; for example, 0.34 means a 34% yield). (1) The reactants are Cl.C(O[CH:5]([C:7]1[CH:8]=[C:9]2[C:13](=[CH:14][CH:15]=1)[NH:12][N:11]=[C:10]2[C:16]1[CH:21]=[CH:20][C:19]([F:22])=[CH:18][CH:17]=1)[NH2:6])C.[NH2:23][NH:24][C:25](=O)[CH2:26][N:27]([CH3:29])[CH3:28].C(N(CC)CC)C. The catalyst is C(O)C. The product is [F:22][C:19]1[CH:20]=[CH:21][C:16]([C:10]2[C:9]3[C:13](=[CH:14][CH:15]=[C:7]([C:5]4[NH:6][C:25]([CH2:26][N:27]([CH3:29])[CH3:28])=[N:24][N:23]=4)[CH:8]=3)[NH:12][N:11]=2)=[CH:17][CH:18]=1. The yield is 0.230. (2) The reactants are [N:1]1([C:7]2[CH:12]=[CH:11][C:10]([NH:13][C:14]3[N:19]=[C:18]([CH2:20][CH2:21][C:22]4[CH:27]=[CH:26][CH:25]=[CH:24][C:23]=4[CH2:28][C:29]([NH2:31])=[O:30])[C:17]([C:32]([F:35])([F:34])[F:33])=[CH:16][N:15]=3)=[CH:9][CH:8]=2)[CH2:6][CH2:5][NH:4][CH2:3][CH2:2]1.C1C[O:39][CH2:38][CH2:37]1.C(N(CC)CC)C.C(OC(=O)C)(=O)C. The catalyst is C(Cl)Cl.CN(C=O)C. The product is [C:38]([N:4]1[CH2:5][CH2:6][N:1]([C:7]2[CH:12]=[CH:11][C:10]([NH:13][C:14]3[N:19]=[C:18]([CH2:20][CH2:21][C:22]4[CH:27]=[CH:26][CH:25]=[CH:24][C:23]=4[CH2:28][C:29]([NH2:31])=[O:30])[C:17]([C:32]([F:33])([F:35])[F:34])=[CH:16][N:15]=3)=[CH:9][CH:8]=2)[CH2:2][CH2:3]1)(=[O:39])[CH3:37]. The yield is 0.870.